From a dataset of Catalyst prediction with 721,799 reactions and 888 catalyst types from USPTO. Predict which catalyst facilitates the given reaction. Reactant: Br[C:2]1[CH:3]=[C:4]2[C:8](=[CH:9][CH:10]=1)[N:7]([CH:11]1[CH2:16][CH2:15][CH2:14][CH2:13][O:12]1)[N:6]=[C:5]2[C:17]1[N:22]=[C:21]([N:23]2[CH2:28][CH2:27][CH:26]([NH:29][C:30](=[O:36])[O:31][C:32]([CH3:35])([CH3:34])[CH3:33])[CH2:25][CH2:24]2)[CH:20]=[N:19][CH:18]=1.CC1(C)C(C)(C)OB([C:45]2[CH:46]=[C:47]3[C:53]([C:54]([F:57])([F:56])[F:55])=[N:52][NH:51][C:48]3=[N:49][CH:50]=2)O1.C([O-])([O-])=O.[Na+].[Na+]. Product: [O:12]1[CH2:13][CH2:14][CH2:15][CH2:16][CH:11]1[N:7]1[C:8]2[C:4](=[CH:3][C:2]([C:45]3[CH:46]=[C:47]4[C:53]([C:54]([F:57])([F:56])[F:55])=[N:52][NH:51][C:48]4=[N:49][CH:50]=3)=[CH:10][CH:9]=2)[C:5]([C:17]2[N:22]=[C:21]([N:23]3[CH2:28][CH2:27][CH:26]([NH:29][C:30](=[O:36])[O:31][C:32]([CH3:34])([CH3:35])[CH3:33])[CH2:25][CH2:24]3)[CH:20]=[N:19][CH:18]=2)=[N:6]1. The catalyst class is: 75.